This data is from Full USPTO retrosynthesis dataset with 1.9M reactions from patents (1976-2016). The task is: Predict the reactants needed to synthesize the given product. (1) Given the product [Cl:11][C:12]1[CH:17]=[C:16]([Cl:18])[CH:15]=[CH:14][C:13]=1[CH:19]([C:3](=[O:4])[C:2]([F:9])([F:8])[F:1])[C:20]([O:22][CH2:23][CH3:24])=[O:21], predict the reactants needed to synthesize it. The reactants are: [F:1][C:2]([F:9])([F:8])[C:3](OCC)=[O:4].[Na].[Cl:11][C:12]1[CH:17]=[C:16]([Cl:18])[CH:15]=[CH:14][C:13]=1[CH2:19][C:20]([O:22][CH2:23][CH3:24])=[O:21].Cl. (2) The reactants are: [CH2:1]([O:8][C:9]([N:11]1[CH2:15][C@@H:14]([OH:16])[C@H:13]([NH2:17])[CH2:12]1)=[O:10])[C:2]1[CH:7]=[CH:6][CH:5]=[CH:4][CH:3]=1.[C:18](O[C:18]([O:20][C:21]([CH3:24])([CH3:23])[CH3:22])=[O:19])([O:20][C:21]([CH3:24])([CH3:23])[CH3:22])=[O:19]. Given the product [CH2:1]([O:8][C:9]([N:11]1[CH2:15][C@@H:14]([OH:16])[C@H:13]([NH:17][C:18]([O:20][C:21]([CH3:24])([CH3:23])[CH3:22])=[O:19])[CH2:12]1)=[O:10])[C:2]1[CH:3]=[CH:4][CH:5]=[CH:6][CH:7]=1, predict the reactants needed to synthesize it.